Dataset: NCI-60 drug combinations with 297,098 pairs across 59 cell lines. Task: Regression. Given two drug SMILES strings and cell line genomic features, predict the synergy score measuring deviation from expected non-interaction effect. Drug 1: C1CCN(CC1)CCOC2=CC=C(C=C2)C(=O)C3=C(SC4=C3C=CC(=C4)O)C5=CC=C(C=C5)O. Drug 2: C(=O)(N)NO. Cell line: M14. Synergy scores: CSS=-0.970, Synergy_ZIP=3.01, Synergy_Bliss=4.37, Synergy_Loewe=-0.462, Synergy_HSA=-0.244.